This data is from Forward reaction prediction with 1.9M reactions from USPTO patents (1976-2016). The task is: Predict the product of the given reaction. The product is: [CH3:62][O:61][C:55]1[C:54]([NH:38][C:32]2[CH:31]=[C:30]3[C:35](=[C:34]([C:36]#[N:37])[CH:33]=2)[N:27]([CH3:26])[C@H:28]2[CH2:52][CH2:51][NH:50][CH2:49][C@@H:29]32)=[CH:59][C:58]([CH3:60])=[CH:57][N:56]=1. Given the reactants CN1C2C(C(F)(F)F)=CC(NC3C=NC=CC=3)=CC=2C2CNCCC12.[CH3:26][N:27]1[C:35]2[C:30](=[CH:31][C:32]([NH:38]C3C=NC=CC=3C(F)(F)F)=[CH:33][C:34]=2[C:36]#[N:37])[C@@H:29]2[CH2:49][NH:50][CH2:51][CH2:52][C@H:28]12.Br[C:54]1[C:55]([O:61][CH3:62])=[N:56][CH:57]=[C:58]([CH3:60])[CH:59]=1.CC([O-])(C)C.[Na+], predict the reaction product.